This data is from Full USPTO retrosynthesis dataset with 1.9M reactions from patents (1976-2016). The task is: Predict the reactants needed to synthesize the given product. Given the product [NH2:8][C@@H:9]([C:13]1[NH:25][C:22]2[CH:23]=[CH:24][C:19]([CH:17]([CH3:18])[CH3:16])=[CH:20][C:21]=2[N:26]=1)[C@H:10]([OH:11])[CH3:12], predict the reactants needed to synthesize it. The reactants are: C([NH:8][C@@H:9]([C:13](O)=O)[C@@H:10]([CH3:12])[OH:11])(OC(C)(C)C)=O.[CH3:16][CH:17]([C:19]1[CH:20]=[C:21]([NH2:26])[C:22]([NH2:25])=[CH:23][CH:24]=1)[CH3:18].